This data is from Forward reaction prediction with 1.9M reactions from USPTO patents (1976-2016). The task is: Predict the product of the given reaction. (1) Given the reactants [Cl:1][C:2]1[CH:18]=[CH:17][C:5]([CH2:6][N:7]2[C:11]([C@H:12]3[CH2:16][CH2:15][CH2:14][NH:13]3)=[N:10][CH:9]=[N:8]2)=[CH:4][CH:3]=1.CCN(C(C)C)C(C)C.[C:28](Cl)([Cl:30])=[O:29], predict the reaction product. The product is: [Cl:1][C:2]1[CH:18]=[CH:17][C:5]([CH2:6][N:7]2[C:11]([C@H:12]3[CH2:16][CH2:15][CH2:14][N:13]3[C:28]([Cl:30])=[O:29])=[N:10][CH:9]=[N:8]2)=[CH:4][CH:3]=1. (2) Given the reactants C(O[C:4](=[O:24])/[C:5](/[C:22]#[N:23])=[CH:6]/[NH:7][C:8]1[CH:13]=[CH:12][C:11]([C:14]2[CH:19]=[CH:18][C:17]([Cl:20])=[CH:16][CH:15]=2)=[C:10]([Cl:21])[CH:9]=1)C, predict the reaction product. The product is: [Cl:21][C:10]1[CH:9]=[C:8]2[C:13]([C:4]([OH:24])=[C:5]([C:22]#[N:23])[CH:6]=[N:7]2)=[CH:12][C:11]=1[C:14]1[CH:15]=[CH:16][C:17]([Cl:20])=[CH:18][CH:19]=1. (3) Given the reactants [Si]([O:8][CH2:9][CH2:10][N:11]([CH3:45])[C:12]([C:14]1[C:19]([O:20][CH2:21][C:22]2[CH:27]=[CH:26][CH:25]=[CH:24][CH:23]=2)=[C:18]([OH:28])[N:17]=[C:16]([CH2:29][C:30]2([C:35]3[C:44]4[C:39](=[CH:40][CH:41]=[CH:42][CH:43]=4)[CH:38]=[CH:37][CH:36]=3)[CH2:34][CH2:33][CH2:32][CH2:31]2)[N:15]=1)=[O:13])(C(C)(C)C)(C)C.Cl.CO, predict the reaction product. The product is: [OH:8][CH2:9][CH2:10][N:11]([CH3:45])[C:12]([C:14]1[C:19]([O:20][CH2:21][C:22]2[CH:23]=[CH:24][CH:25]=[CH:26][CH:27]=2)=[C:18]([OH:28])[N:17]=[C:16]([CH2:29][C:30]2([C:35]3[C:44]4[C:39](=[CH:40][CH:41]=[CH:42][CH:43]=4)[CH:38]=[CH:37][CH:36]=3)[CH2:31][CH2:32][CH2:33][CH2:34]2)[N:15]=1)=[O:13]. (4) Given the reactants [Cl:1][C:2]1[C:6]([N:7]([CH2:15][CH3:16])C(=O)OC(C)(C)C)=[CH:5][N:4]([C:17]2[CH:18]=[N:19][CH:20]=[CH:21][CH:22]=2)[N:3]=1.[ClH:23], predict the reaction product. The product is: [ClH:1].[ClH:23].[Cl:1][C:2]1[C:6]([NH:7][CH2:15][CH3:16])=[CH:5][N:4]([C:17]2[CH:18]=[N:19][CH:20]=[CH:21][CH:22]=2)[N:3]=1. (5) Given the reactants [CH3:1][O:2][C:3]([CH:5]([CH2:9][C:10]1[CH:15]=[CH:14][C:13]([O:16][CH2:17][CH2:18][O:19][C:20]2[CH:21]=[C:22]3[C:27](=[CH:28][CH:29]=2)[N:26]=[CH:25][CH:24]=[CH:23]3)=[CH:12][CH:11]=1)[C:6]([OH:8])=O)=[O:4].S(Cl)(Cl)=O.[NH3:34], predict the reaction product. The product is: [C:6]([CH:5]([CH2:9][C:10]1[CH:15]=[CH:14][C:13]([O:16][CH2:17][CH2:18][O:19][C:20]2[CH:21]=[C:22]3[C:27](=[CH:28][CH:29]=2)[N:26]=[CH:25][CH:24]=[CH:23]3)=[CH:12][CH:11]=1)[C:3]([O:2][CH3:1])=[O:4])(=[O:8])[NH2:34]. (6) Given the reactants [O:1]1[CH2:6][CH2:5][N:4]([C:7]2[CH:12]=[C:11]([C:13](Cl)=[O:14])[CH:10]=[CH:9][N:8]=2)[CH2:3][CH2:2]1.[CH3:16][N:17]1[CH2:22][CH2:21][N:20]([CH2:23][C:24]2[CH:25]=[C:26]([NH:30][C:31](=[O:40])[C:32]3[CH:37]=[C:36]([NH2:38])[CH:35]=[CH:34][C:33]=3[CH3:39])[CH:27]=[CH:28][CH:29]=2)[CH2:19][CH2:18]1, predict the reaction product. The product is: [CH3:16][N:17]1[CH2:22][CH2:21][N:20]([CH2:23][C:24]2[CH:25]=[C:26]([NH:30][C:31](=[O:40])[C:32]3[CH:37]=[C:36]([NH:38][C:13]([C:11]4[CH:10]=[CH:9][N:8]=[C:7]([N:4]5[CH2:5][CH2:6][O:1][CH2:2][CH2:3]5)[CH:12]=4)=[O:14])[CH:35]=[CH:34][C:33]=3[CH3:39])[CH:27]=[CH:28][CH:29]=2)[CH2:19][CH2:18]1. (7) Given the reactants [NH2:1][C:2]1[CH:7]=[CH:6][C:5]([C:8]2[CH:9]=[CH:10][C:11]3[N:12]([N:14]=[C:15]([NH2:17])[N:16]=3)[N:13]=2)=[CH:4][CH:3]=1.CCN(C(C)C)C(C)C.[F:27][C:28]1[CH:33]=[CH:32][C:31]([CH2:34][C:35](O)=[O:36])=[CH:30][CH:29]=1.CN(C(ON1N=NC2C=CC=NC1=2)=[N+](C)C)C.F[P-](F)(F)(F)(F)F, predict the reaction product. The product is: [NH2:17][C:15]1[N:16]=[C:11]2[N:12]([N:13]=[C:8]([C:5]3[CH:4]=[CH:3][C:2]([NH:1][C:35](=[O:36])[CH2:34][C:31]4[CH:32]=[CH:33][C:28]([F:27])=[CH:29][CH:30]=4)=[CH:7][CH:6]=3)[CH:9]=[CH:10]2)[N:14]=1.